This data is from Full USPTO retrosynthesis dataset with 1.9M reactions from patents (1976-2016). The task is: Predict the reactants needed to synthesize the given product. Given the product [CH3:1][N:2]1[C:15]2[CH:14]=[C:13]([CH:16]([CH2:20][CH:21]3[CH2:26][CH2:25][O:24][CH2:23][CH2:22]3)[C:17]([NH:29][C:30]3[S:31][CH:32]=[CH:33][N:34]=3)=[O:18])[CH:12]=[CH:11][C:10]=2[S:9](=[O:28])(=[O:27])[C:8]2[C:3]1=[CH:4][CH:5]=[CH:6][CH:7]=2, predict the reactants needed to synthesize it. The reactants are: [CH3:1][N:2]1[C:15]2[CH:14]=[C:13]([CH:16]([CH2:20][CH:21]3[CH2:26][CH2:25][O:24][CH2:23][CH2:22]3)[C:17](O)=[O:18])[CH:12]=[CH:11][C:10]=2[S:9](=[O:28])(=[O:27])[C:8]2[C:3]1=[CH:4][CH:5]=[CH:6][CH:7]=2.[NH2:29][C:30]1[S:31][CH:32]=[CH:33][N:34]=1.C(N(CC)C(C)C)(C)C.[B-](F)(F)(F)F.CCOC(C(C#N)=NOC(N(C)C)=[N+](C)C)=O.